From a dataset of Full USPTO retrosynthesis dataset with 1.9M reactions from patents (1976-2016). Predict the reactants needed to synthesize the given product. (1) The reactants are: [CH3:1][O:2][C:3](=[O:16])[CH2:4][N:5]1[C:13]2[C:8](=[CH:9][C:10]([F:14])=[CH:11][CH:12]=2)[CH:7]=[C:6]1[CH3:15].[C:17]1([S:23]([C:26]2[N:27]=[CH:28][S:29][C:30]=2[CH:31]=O)(=[O:25])=[O:24])[CH:22]=[CH:21][CH:20]=[CH:19][CH:18]=1.C([SiH](CC)CC)C.FC(F)(F)C(O)=O. Given the product [CH3:1][O:2][C:3](=[O:16])[CH2:4][N:5]1[C:13]2[C:8](=[CH:9][C:10]([F:14])=[CH:11][CH:12]=2)[C:7]([CH2:31][C:30]2[S:29][CH:28]=[N:27][C:26]=2[S:23]([C:17]2[CH:18]=[CH:19][CH:20]=[CH:21][CH:22]=2)(=[O:24])=[O:25])=[C:6]1[CH3:15], predict the reactants needed to synthesize it. (2) Given the product [Cl:1][C:2]1[CH:3]=[C:4]([C:9]2([CH2:15][CH2:16][C:17]3[O:21][N:20]=[C:19]([C:22]4[CH:27]=[CH:26][C:25]([C:28]5([OH:39])[CH2:29][N:30]([CH2:32][CH2:42][C:40]([OH:46])=[O:41])[CH2:31]5)=[CH:24][CH:23]=4)[N:18]=3)[CH2:14][CH2:13][CH2:12][CH2:11][CH2:10]2)[CH:5]=[C:6]([Cl:8])[CH:7]=1, predict the reactants needed to synthesize it. The reactants are: [Cl:1][C:2]1[CH:3]=[C:4]([C:9]2([CH2:15][CH2:16][C:17]3[O:21][N:20]=[C:19]([C:22]4[CH:27]=[CH:26][C:25]([C:28]5([OH:39])[CH2:31][N:30]([C:32](OC(C)(C)C)=O)[CH2:29]5)=[CH:24][CH:23]=4)[N:18]=3)[CH2:14][CH2:13][CH2:12][CH2:11][CH2:10]2)[CH:5]=[C:6]([Cl:8])[CH:7]=1.[C:40]([OH:46])([C:42](F)(F)F)=[O:41].C(OC(C)(C)C)(=O)C=C.C(N(C(C)C)CC)(C)C. (3) Given the product [NH2:19][C:10]1[C:9]2[N:8]=[C:7]([CH2:20][CH2:21][O:22][CH3:23])[N:6]([CH2:5][CH2:4][CH2:3][CH2:2][NH:1][C:33]([C:29]3[CH:28]=[C:27]4[C:32](=[CH:31][CH:30]=3)[NH:24][CH:25]=[CH:26]4)=[O:34])[C:18]=2[C:17]2[CH:16]=[CH:15][CH:14]=[CH:13][C:12]=2[N:11]=1, predict the reactants needed to synthesize it. The reactants are: [NH2:1][CH2:2][CH2:3][CH2:4][CH2:5][N:6]1[C:18]2[C:17]3[CH:16]=[CH:15][CH:14]=[CH:13][C:12]=3[N:11]=[C:10]([NH2:19])[C:9]=2[N:8]=[C:7]1[CH2:20][CH2:21][O:22][CH3:23].[NH:24]1[C:32]2[C:27](=[CH:28][C:29]([C:33](O)=[O:34])=[CH:30][CH:31]=2)[CH:26]=[CH:25]1.